Dataset: Forward reaction prediction with 1.9M reactions from USPTO patents (1976-2016). Task: Predict the product of the given reaction. (1) Given the reactants C([C@@H]1N(C(=O)C2C=CC(OC3C=CC=CC=3)=CC=2)C[C@H](CC(C)C)NC1=O)C(C)C.[CH2:31]([C@@H:35]1[NH:40][CH2:39][C@H:38]([CH2:41][CH:42]([CH3:44])[CH3:43])[NH:37][C:36]1=[O:45])[CH:32]([CH3:34])[CH3:33].[C:46]1([C:52]2[S:53][CH:54]=[C:55]([C:57](O)=[O:58])[N:56]=2)[CH:51]=[CH:50][CH:49]=[CH:48][CH:47]=1, predict the reaction product. The product is: [CH2:31]([C@@H:35]1[N:40]([C:57]([C:55]2[N:56]=[C:52]([C:46]3[CH:47]=[CH:48][CH:49]=[CH:50][CH:51]=3)[S:53][CH:54]=2)=[O:58])[CH2:39][C@H:38]([CH2:41][CH:42]([CH3:44])[CH3:43])[NH:37][C:36]1=[O:45])[CH:32]([CH3:34])[CH3:33]. (2) Given the reactants Cl.[CH3:2][S:3]([C:6]1[CH:25]=[CH:24][C:9]([CH2:10][O:11][C:12]2[CH:13]=[N:14][C:15]([N:18]3[CH2:23][CH2:22][NH:21][CH2:20][CH2:19]3)=[N:16][CH:17]=2)=[CH:8][CH:7]=1)(=[O:5])=[O:4].[C:26](=[O:38])([O-])[O:27][C:28]1[CH:33]=[CH:32]C([N+]([O-])=O)=C[CH:29]=1, predict the reaction product. The product is: [CH3:2][S:3]([C:6]1[CH:7]=[CH:8][C:9]([CH2:10][O:11][C:12]2[CH:13]=[N:14][C:15]([N:18]3[CH2:23][CH2:22][N:21]([C:26]([O:27][C:28]4([CH3:29])[CH2:33][CH2:32]4)=[O:38])[CH2:20][CH2:19]3)=[N:16][CH:17]=2)=[CH:24][CH:25]=1)(=[O:5])=[O:4]. (3) Given the reactants [Br:1][C:2]1[CH:3]=[C:4]2[C:9](=[CH:10][CH:11]=1)[O:8][CH:7]([C:12]1[CH:17]=[CH:16][CH:15]=[CH:14][C:13]=1[CH3:18])[CH2:6][CH:5]2O.C([SiH](CC)CC)C.FC(F)(F)C(O)=O, predict the reaction product. The product is: [Br:1][C:2]1[CH:3]=[C:4]2[C:9](=[CH:10][CH:11]=1)[O:8][CH:7]([C:12]1[CH:17]=[CH:16][CH:15]=[CH:14][C:13]=1[CH3:18])[CH2:6][CH2:5]2.